Dataset: Forward reaction prediction with 1.9M reactions from USPTO patents (1976-2016). Task: Predict the product of the given reaction. (1) Given the reactants Br[C:2]1[CH:10]=[C:9]2[C:5]([CH:6]=[C:7]([C:11]([O:13][CH2:14][CH3:15])=[O:12])[NH:8]2)=[CH:4][CH:3]=1.[B:16]1([B:16]2[O:20][C:19]([CH3:22])([CH3:21])[C:18]([CH3:24])([CH3:23])[O:17]2)[O:20][C:19]([CH3:22])([CH3:21])[C:18]([CH3:24])([CH3:23])[O:17]1.CC([O-])=O.[K+].N#N, predict the reaction product. The product is: [CH2:14]([O:13][C:11]([C:7]1[NH:8][C:9]2[C:5]([CH:6]=1)=[CH:4][CH:3]=[C:2]([B:16]1[O:20][C:19]([CH3:22])([CH3:21])[C:18]([CH3:24])([CH3:23])[O:17]1)[CH:10]=2)=[O:12])[CH3:15]. (2) Given the reactants CO[C:3]([C:5]1[CH:10]=[CH:9][N:8]=[C:7]([C:11]([OH:13])=[O:12])[CH:6]=1)=[O:4].[CH2:14]([NH2:17])[CH2:15][NH2:16], predict the reaction product. The product is: [NH2:16][CH2:15][CH2:14][NH:17][C:3]([C:5]1[CH:10]=[CH:9][N:8]=[C:7]([C:11]([OH:13])=[O:12])[CH:6]=1)=[O:4]. (3) Given the reactants [CH3:1][C:2]1([C:7]23[CH2:14][CH:13]4[CH2:15][C:9]([CH2:16][OH:17])([CH2:10][CH:11]2[CH2:12]4)[CH2:8]3)[O:6][CH2:5][CH2:4][O:3]1.C(N(CC)CC)C.[CH3:25][S:26](Cl)(=[O:28])=[O:27], predict the reaction product. The product is: [CH3:25][S:26]([O:17][CH2:16][C:9]12[CH2:15][CH:13]3[CH2:12][CH:11]([CH2:10]1)[C:7]([C:2]1([CH3:1])[O:3][CH2:4][CH2:5][O:6]1)([CH2:14]3)[CH2:8]2)(=[O:28])=[O:27]. (4) Given the reactants [Si]([O:8][C:9]1[CH:17]=[C:16]2[C:12]([CH2:13][O:14][C:15]2([C:19]([F:22])([F:21])[F:20])O)=[CH:11][CH:10]=1)(C(C)(C)C)(C)C.C([SiH](CC)CC)C.[F-].C([N+](CCCC)(CCCC)CCCC)CCC.C1COCC1, predict the reaction product. The product is: [F:22][C:19]([F:20])([F:21])[CH:15]1[C:16]2[C:12](=[CH:11][CH:10]=[C:9]([OH:8])[CH:17]=2)[CH2:13][O:14]1. (5) The product is: [CH2:10]([N:4]1[C:3](=[O:7])[S:2][S:1][C:5]1=[O:6])[CH:9]=[CH2:8]. Given the reactants [S:1]1[C:5](=[O:6])[NH:4][C:3](=[O:7])[S:2]1.[CH2:8](Br)[CH:9]=[CH2:10].C(=O)([O-])[O-].[K+].[K+], predict the reaction product. (6) Given the reactants [CH:1]([N:4]([CH:48]([CH3:50])[CH3:49])[CH2:5][CH2:6][C@@H:7]([C:14]1[CH:15]=[C:16]([CH2:21][CH2:22][O:23][C:24]2[CH:29]=[CH:28][C:27]([CH2:30][CH2:31][NH:32][CH2:33][C@@H:34]([C:36]3[CH:37]=[CH:38][C:39]([OH:47])=[C:40]([NH:42][S:43]([CH3:46])(=[O:45])=[O:44])[CH:41]=3)[OH:35])=[CH:26][CH:25]=2)[CH:17]=[CH:18][C:19]=1[OH:20])[C:8]1[CH:13]=[CH:12][CH:11]=[CH:10][CH:9]=1)([CH3:3])[CH3:2].[C:51]([OH:58])(=[O:57])[CH2:52][CH2:53][C:54]([OH:56])=[O:55], predict the reaction product. The product is: [C:51]([OH:58])(=[O:57])[CH2:52][CH2:53][C:54]([OH:56])=[O:55].[CH:48]([N:4]([CH:1]([CH3:3])[CH3:2])[CH2:5][CH2:6][C@@H:7]([C:14]1[CH:15]=[C:16]([CH2:21][CH2:22][O:23][C:24]2[CH:29]=[CH:28][C:27]([CH2:30][CH2:31][NH:32][CH2:33][C@@H:34]([C:36]3[CH:37]=[CH:38][C:39]([OH:47])=[C:40]([NH:42][S:43]([CH3:46])(=[O:45])=[O:44])[CH:41]=3)[OH:35])=[CH:26][CH:25]=2)[CH:17]=[CH:18][C:19]=1[OH:20])[C:8]1[CH:9]=[CH:10][CH:11]=[CH:12][CH:13]=1)([CH3:50])[CH3:49].